Dataset: M1 muscarinic receptor antagonist screen with 61,756 compounds. Task: Binary Classification. Given a drug SMILES string, predict its activity (active/inactive) in a high-throughput screening assay against a specified biological target. (1) The drug is O1CCN(c2n(c3c(n2)n(c(=O)n(c3=O)C)C)CC(=O)c2ccc(OC)cc2)CC1. The result is 0 (inactive). (2) The molecule is S(=O)(=O)(N(CC(=O)NC1C(C(CCC1)C)C)C)c1c2ncccc2ccc1. The result is 0 (inactive). (3) The drug is O(C(=O)c1c(NC(=O)COC)cccc1)CC. The result is 0 (inactive). (4) The drug is s1c(nnc1NC(=O)Cn1nc(cc1)C(F)(F)F)CC. The result is 0 (inactive). (5) The compound is Clc1cc(CNC(OCC)=O)ccc1Cl. The result is 0 (inactive). (6) The drug is O(C(=O)N1CCC(N(CCOC)C(=O)Nc2ccc(cc2)CC)CC1)CC. The result is 0 (inactive).